From a dataset of Forward reaction prediction with 1.9M reactions from USPTO patents (1976-2016). Predict the product of the given reaction. (1) Given the reactants [Br:1][C:2]1[CH:7]=[CH:6][C:5]([CH2:8][CH2:9][C:10]([NH:15][C:16](=[O:18])[CH3:17])([CH2:13][OH:14])[CH2:11][OH:12])=[CH:4][CH:3]=1.CO[C:21](OC)([CH3:23])[CH3:22].C1(C)C=CC(S(O)(=O)=O)=CC=1, predict the reaction product. The product is: [Br:1][C:2]1[CH:7]=[CH:6][C:5]([CH2:8][CH2:9][C:10]2([NH:15][C:16](=[O:18])[CH3:17])[CH2:11][O:12][C:21]([CH3:23])([CH3:22])[O:14][CH2:13]2)=[CH:4][CH:3]=1. (2) The product is: [OH:9][C:8]([CH:6]1[CH2:5][CH2:4][CH:3]([C:15]([O:17][CH2:18][CH3:19])=[O:16])[CH:2]([CH3:1])[CH2:7]1)([C:10]1[S:11][CH:12]=[CH:13][N:14]=1)[CH3:20]. Given the reactants [CH3:1][CH:2]1[CH2:7][CH:6]([C:8]([C:10]2[S:11][CH:12]=[CH:13][N:14]=2)=[O:9])[CH2:5][CH2:4][CH:3]1[C:15]([O:17][CH2:18][CH3:19])=[O:16].[CH3:20][Mg+].[Br-], predict the reaction product. (3) Given the reactants [Cl:1][C:2]1[S:9][C:8]2[CH:7]=[C:6]([C:10]([NH:12][C@@H:13]3[CH2:21][C:20]4[C:15](=[CH:16][CH:17]=[CH:18][CH:19]=4)[C@H:14]3[N:22]([CH3:36])[C:23](=[O:35])[C@@H:24]([OH:34])[CH2:25][NH:26]C(=O)OC(C)(C)C)=[O:11])[NH:5][C:4]=2[C:3]=1[Cl:37].Cl.O1CCOCC1, predict the reaction product. The product is: [ClH:1].[NH2:26][CH2:25][C@H:24]([OH:34])[C:23]([N:22]([CH3:36])[C@@H:14]1[C:15]2[C:20](=[CH:19][CH:18]=[CH:17][CH:16]=2)[CH2:21][C@H:13]1[NH:12][C:10]([C:6]1[NH:5][C:4]2[C:3]([Cl:37])=[C:2]([Cl:1])[S:9][C:8]=2[CH:7]=1)=[O:11])=[O:35]. (4) Given the reactants [NH2:1][CH2:2][C@H:3]1[CH2:7][C@@H:6]([NH:8][S:9]([C:12]2[CH:17]=[C:16]([Br:18])[CH:15]=[CH:14][C:13]=2[Br:19])(=[O:11])=[O:10])[CH2:5][N:4]1[C:20](OC(C)(C)C)=O.[F:27][C:28]1[CH:29]=[C:30]([CH:34]=[CH:35][CH:36]=1)[C:31](Cl)=[O:32].Cl.CC[N:40](C(C)C)C(C)C.N#CBr.C(O)C(N)(CO)CO, predict the reaction product. The product is: [C:20]([N:4]1[CH2:5][C@H:6]([NH:8][S:9]([C:12]2[CH:17]=[C:16]([Br:18])[CH:15]=[CH:14][C:13]=2[Br:19])(=[O:10])=[O:11])[CH2:7][C@@H:3]1[CH2:2][NH:1][C:31](=[O:32])[C:30]1[CH:34]=[CH:35][CH:36]=[C:28]([F:27])[CH:29]=1)#[N:40]. (5) Given the reactants [Br:1][C:2]1[CH:7]=[CH:6][C:5]([S:8](Cl)(=[O:10])=[O:9])=[CH:4][CH:3]=1.C(=O)(O)[O-].[Na+].[CH3:17][N:18]1[CH2:23][CH2:22][NH:21][CH2:20][CH2:19]1, predict the reaction product. The product is: [Br:1][C:2]1[CH:7]=[CH:6][C:5]([S:8]([N:21]2[CH2:22][CH2:23][N:18]([CH3:17])[CH2:19][CH2:20]2)(=[O:10])=[O:9])=[CH:4][CH:3]=1. (6) The product is: [CH2:1]([O:8][CH2:9][CH2:10][CH2:11][CH2:12][O:13][C:17]1[N:22]=[C:21]([NH:23][C:24](=[O:29])[C:25]([CH3:26])([CH3:27])[CH3:28])[C:20]([CH:30]=[O:31])=[CH:19][CH:18]=1)[C:2]1[CH:7]=[CH:6][CH:5]=[CH:4][CH:3]=1. Given the reactants [CH2:1]([O:8][CH2:9][CH2:10][CH2:11][CH2:12][OH:13])[C:2]1[CH:7]=[CH:6][CH:5]=[CH:4][CH:3]=1.[H-].[Na+].Cl[C:17]1[N:22]=[C:21]([NH:23][C:24](=[O:29])[C:25]([CH3:28])([CH3:27])[CH3:26])[C:20]([CH:30]=[O:31])=[CH:19][CH:18]=1.[NH4+].[Cl-], predict the reaction product. (7) Given the reactants FC(F)(F)C(O)=O.[O:8]1[C:12]2[CH:13]=[CH:14][CH:15]=[CH:16][C:11]=2[CH:10]=[C:9]1[CH:17]([NH:32][S:33]([C:36]1[CH:46]=[CH:45][C:39]2[O:40][CH2:41][CH2:42][CH2:43][O:44][C:38]=2[CH:37]=1)(=[O:35])=[O:34])[C:18]1[CH:23]=[CH:22][N:21]=[C:20]([NH:24]C(=O)OC(C)(C)C)[CH:19]=1, predict the reaction product. The product is: [NH2:24][C:20]1[CH:19]=[C:18]([CH:17]([C:9]2[O:8][C:12]3[CH:13]=[CH:14][CH:15]=[CH:16][C:11]=3[CH:10]=2)[NH:32][S:33]([C:36]2[CH:46]=[CH:45][C:39]3[O:40][CH2:41][CH2:42][CH2:43][O:44][C:38]=3[CH:37]=2)(=[O:35])=[O:34])[CH:23]=[CH:22][N:21]=1. (8) Given the reactants [O:1]1CCO[CH:2]1[C:6]1[CH:7]=[CH:8][C:9]2[O:13][C:12]([CH2:14][C:15]3[CH:20]=[CH:19][C:18]([F:21])=[CH:17][CH:16]=3)=[CH:11][C:10]=2[CH:22]=1.C(Br)(Br)(Br)Br.C1(P(C2C=CC=CC=2)C2C=CC=CC=2)C=CC=CC=1, predict the reaction product. The product is: [F:21][C:18]1[CH:19]=[CH:20][C:15]([CH2:14][C:12]2[O:13][C:9]3[CH:8]=[CH:7][C:6]([CH:2]=[O:1])=[CH:22][C:10]=3[CH:11]=2)=[CH:16][CH:17]=1.